Dataset: Experimentally validated miRNA-target interactions with 360,000+ pairs, plus equal number of negative samples. Task: Binary Classification. Given a miRNA mature sequence and a target amino acid sequence, predict their likelihood of interaction. The miRNA is hsa-miR-3196 with sequence CGGGGCGGCAGGGGCCUC. The protein sequence of the target gene is MSFRKVNIIILVLAVALFLLVLHHNFLSLSSLLRNEVTDSGIVGPQPIDFVPNALRHAVDGRQEEIPVVIAASEDRLGGAIAAINSIQHNTRSNVIFYIVTLNNTADHLRSWLNSDSLKSIRYKIVNFDPKLLEGKVKEDPDQGESMKPLTFARFYLPILVPSAKKAIYMDDDVIVQGDILALYNTALKPGHAAAFSEDCDSASTKVVIRGAGNQYNYIGYLDYKKERIRKLSMKASTCSFNPGVFVANLTEWKRQNITNQLEKWMKLNVEEGLYSRTLAGSITTPPLLIVFYQQHSTID.... Result: 0 (no interaction).